The task is: Predict the product of the given reaction.. This data is from Forward reaction prediction with 1.9M reactions from USPTO patents (1976-2016). (1) Given the reactants [F:1][C:2]1[C:10]([CH2:11][C:12]2[N:16]3[N:17]=[C:18]([C:21](=O)[CH3:22])[CH:19]=[CH:20][C:15]3=[N:14][CH:13]=2)=[C:9]([F:24])[CH:8]=[C:7]2[C:3]=1[CH:4]=[N:5][N:6]2[CH3:25].[NH2:26][O:27][CH2:28][CH2:29][OH:30], predict the reaction product. The product is: [OH:30][CH2:29][CH2:28][O:27]/[N:26]=[C:21](/[C:18]1[CH:19]=[CH:20][C:15]2[N:16]([C:12]([CH2:11][C:10]3[C:2]([F:1])=[C:3]4[C:7](=[CH:8][C:9]=3[F:24])[N:6]([CH3:25])[N:5]=[CH:4]4)=[CH:13][N:14]=2)[N:17]=1)\[CH3:22]. (2) Given the reactants Cl.[O:2]1[C:6]2[CH:7]=[CH:8][CH:9]=[C:10]([CH:11]3[CH2:16][CH2:15][N:14]([CH2:17][CH2:18][C@H:19]4[CH2:24][CH2:23][C@H:22]([NH2:25])[CH2:21][CH2:20]4)[CH2:13][CH2:12]3)[C:5]=2[O:4][CH2:3]1.[F:26][C:27]([F:34])([F:33])[C@H:28]([OH:32])[C:29](O)=[O:30], predict the reaction product. The product is: [O:2]1[C:6]2[CH:7]=[CH:8][CH:9]=[C:10]([CH:11]3[CH2:16][CH2:15][N:14]([CH2:17][CH2:18][C@H:19]4[CH2:20][CH2:21][C@H:22]([NH:25][C:29](=[O:30])[C@@H:28]([OH:32])[C:27]([F:34])([F:33])[F:26])[CH2:23][CH2:24]4)[CH2:13][CH2:12]3)[C:5]=2[O:4][CH2:3]1. (3) The product is: [F:1][C:2]1[CH:3]=[C:4]([C:9]2[CH:14]=[CH:13][C:12]([CH2:15][CH2:16][CH3:17])=[CH:11][CH:10]=2)[CH:5]=[C:6]([F:8])[C:7]=1[OH:24]. Given the reactants [F:1][C:2]1[CH:3]=[C:4]([C:9]2[CH:14]=[CH:13][C:12]([CH2:15][CH2:16][CH3:17])=[CH:11][CH:10]=2)[CH:5]=[C:6]([F:8])[CH:7]=1.C([Li])CCC.C[O:24]B(OC)OC.Cl, predict the reaction product.